This data is from Reaction yield outcomes from USPTO patents with 853,638 reactions. The task is: Predict the reaction yield, written as a fraction of the theoretical maximum amount of product (1.0 means a 100% yield; for example, 0.34 means a 34% yield). (1) The yield is 0.540. The reactants are [CH3:1][C:2]([CH3:10])([C:5](=O)[CH2:6][C:7]#[N:8])[C:3]#[N:4].Cl.[C:12]1([NH:18][NH2:19])[CH:17]=[CH:16][CH:15]=[CH:14][CH:13]=1. The catalyst is CCO. The product is [NH2:8][C:7]1[N:18]([C:12]2[CH:17]=[CH:16][CH:15]=[CH:14][CH:13]=2)[N:19]=[C:5]([C:2]([CH3:10])([CH3:1])[C:3]#[N:4])[CH:6]=1. (2) The reactants are [O:1]1[C:9]2[C:4](=[N:5][CH:6]=[CH:7][CH:8]=2)[CH:3]=[CH:2]1.C1C=C(Cl)C=C(C(OO)=[O:18])C=1. The catalyst is C(Cl)(Cl)Cl. The product is [O:1]1[C:9]2[C:4](=[N+:5]([O-:18])[CH:6]=[CH:7][CH:8]=2)[CH:3]=[CH:2]1. The yield is 0.880.